Predict the reaction yield, written as a fraction of the theoretical maximum amount of product (1.0 means a 100% yield; for example, 0.34 means a 34% yield). From a dataset of Reaction yield outcomes from USPTO patents with 853,638 reactions. (1) The reactants are FC(F)(F)S(C1C=C(C=CC=1)N[CH:10]1[CH2:15][CH2:14][N:13]([S:16]([C:19]2[CH:26]=[CH:25][C:22]([C:23]#[N:24])=[CH:21][CH:20]=2)(=[O:18])=[O:17])[CH2:12][CH2:11]1)(=O)=O.[OH-:32].[NH4+].[CH2:34]([OH:36])[CH3:35]. No catalyst specified. The product is [O:36]1[C:10]2([CH2:11][CH2:12][N:13]([S:16]([C:19]3[CH:20]=[CH:21][C:22]([CH2:23][NH2:24])=[CH:25][CH:26]=3)(=[O:17])=[O:18])[CH2:14][CH2:15]2)[O:32][CH2:35][CH2:34]1. The yield is 0.900. (2) The reactants are N(C(C)C)C(C)C.[Li]CCCC.CC(C)=O.C(=O)=O.[CH2:20]([N:24]1[C:32]2[C:27](=[CH:28][CH:29]=[C:30]([O:33][CH3:34])[CH:31]=2)[C:26]([C:35]#[N:36])=[CH:25]1)[CH2:21][CH2:22][CH3:23].B(OC)(OC)OC.I[C:45]1[CH:51]=[CH:50][C:48]([NH2:49])=[CH:47][CH:46]=1. The catalyst is C1COCC1.CN(C=O)C. The product is [NH2:49][C:48]1[CH:50]=[CH:51][C:45]([C:25]2[N:24]([CH2:20][CH2:21][CH2:22][CH3:23])[C:32]3[C:27]([C:26]=2[C:35]#[N:36])=[CH:28][CH:29]=[C:30]([O:33][CH3:34])[CH:31]=3)=[CH:46][CH:47]=1. The yield is 0.860.